Task: Predict the product of the given reaction.. Dataset: Forward reaction prediction with 1.9M reactions from USPTO patents (1976-2016) (1) Given the reactants C([O:3][C:4](=[O:35])[CH2:5][N:6]([S:29]([N:32]([CH3:34])[CH3:33])(=[O:31])=[O:30])[CH2:7][C:8]1[CH:13]=[CH:12][C:11]([O:14][CH2:15][C:16]2[N:17]=[C:18]([C:22]3[CH:27]=[CH:26][C:25]([CH3:28])=[CH:24][CH:23]=3)[O:19][C:20]=2[CH3:21])=[CH:10][CH:9]=1)C.O.[OH-].[Li+], predict the reaction product. The product is: [CH3:33][N:32]([S:29]([N:6]([CH2:5][C:4]([OH:35])=[O:3])[CH2:7][C:8]1[CH:9]=[CH:10][C:11]([O:14][CH2:15][C:16]2[N:17]=[C:18]([C:22]3[CH:23]=[CH:24][C:25]([CH3:28])=[CH:26][CH:27]=3)[O:19][C:20]=2[CH3:21])=[CH:12][CH:13]=1)(=[O:30])=[O:31])[CH3:34]. (2) Given the reactants [OH:1][C:2]1[CH:3]=[C:4]([NH:8][C:9]2[S:10][CH:11]=[C:12]([C:14]([O:16][CH2:17][CH3:18])=[O:15])[N:13]=2)[CH:5]=[CH:6][CH:7]=1.C([O-])([O-])=O.[K+].[K+].Br[CH2:26][CH:27]=[C:28]([CH3:30])[CH3:29], predict the reaction product. The product is: [CH3:29][C:28]([CH3:30])=[CH:27][CH2:26][O:1][C:2]1[CH:3]=[C:4]([NH:8][C:9]2[S:10][CH:11]=[C:12]([C:14]([O:16][CH2:17][CH3:18])=[O:15])[N:13]=2)[CH:5]=[CH:6][CH:7]=1.